This data is from Full USPTO retrosynthesis dataset with 1.9M reactions from patents (1976-2016). The task is: Predict the reactants needed to synthesize the given product. Given the product [CH3:13][CH2:14][CH:15]([NH:19][C:7](=[O:9])[C:6]1[CH:10]=[CH:11][C:3]([O:2][CH3:1])=[C:4]([CH3:12])[CH:5]=1)[CH2:16][CH2:17][CH3:18], predict the reactants needed to synthesize it. The reactants are: [CH3:1][O:2][C:3]1[CH:11]=[CH:10][C:6]([C:7]([OH:9])=O)=[CH:5][C:4]=1[CH3:12].[CH3:13][CH2:14][CH:15]([NH2:19])[CH2:16][CH2:17][CH3:18].